From a dataset of Full USPTO retrosynthesis dataset with 1.9M reactions from patents (1976-2016). Predict the reactants needed to synthesize the given product. (1) Given the product [Cl:11][C:3]1[CH:4]=[C:5]2[C:9](=[CH:10][C:2]=1[C:16]1[CH:15]=[N:14][N:13]([CH3:12])[CH:17]=1)[NH:8][CH:7]=[CH:6]2, predict the reactants needed to synthesize it. The reactants are: Br[C:2]1[CH:10]=[C:9]2[C:5]([CH:6]=[CH:7][NH:8]2)=[CH:4][C:3]=1[Cl:11].[CH3:12][N:13]1[CH:17]=[C:16](B2OC(C)(C)C(C)(C)O2)[CH:15]=[N:14]1.C([O-])([O-])=O.[Na+].[Na+].O. (2) Given the product [CH2:3]([O:10][C:11]([N:13]1[CH2:17][C:16](=[CH2:18])[CH2:15][N:14]1[C:27](=[O:28])[CH2:26][C:23]1[CH:24]=[CH:25][C:20]([F:19])=[CH:21][CH:22]=1)=[O:12])[C:4]1[CH:5]=[CH:6][CH:7]=[CH:8][CH:9]=1, predict the reactants needed to synthesize it. The reactants are: [OH-].[Na+].[CH2:3]([O:10][C:11]([N:13]1[CH2:17][C:16](=[CH2:18])[CH2:15][NH:14]1)=[O:12])[C:4]1[CH:9]=[CH:8][CH:7]=[CH:6][CH:5]=1.[F:19][C:20]1[CH:25]=[CH:24][C:23]([CH2:26][C:27](Cl)=[O:28])=[CH:22][CH:21]=1. (3) Given the product [F:26][C:27]1[CH:28]=[C:29]([C:34](=[O:62])[C:35](=[C:53]2[NH:54][C:55]3[CH:61]=[CH:60][CH:59]=[CH:58][C:56]=3[NH:57]2)[C:36]([C:38]2[CH:39]=[C:40]([S:44]([NH:47][C:48](=[NH:52])[C:49](=[O:51])[CH3:50])(=[O:45])=[O:46])[CH:41]=[CH:42][CH:43]=2)=[O:37])[CH:30]=[C:31]([F:33])[CH:32]=1, predict the reactants needed to synthesize it. The reactants are: CC(OI1(OC(C)=O)(OC(C)=O)OC(=O)C2C=CC=CC1=2)=O.ClCCl.[F:26][C:27]1[CH:28]=[C:29]([C:34](=[O:62])[C:35](=[C:53]2[NH:57][C:56]3[CH:58]=[CH:59][CH:60]=[CH:61][C:55]=3[NH:54]2)[C:36]([C:38]2[CH:39]=[C:40]([S:44]([NH:47][C:48](=[NH:52])[CH:49]([OH:51])[CH3:50])(=[O:46])=[O:45])[CH:41]=[CH:42][CH:43]=2)=[O:37])[CH:30]=[C:31]([F:33])[CH:32]=1. (4) Given the product [Br:1][CH2:2][C:3]([C:5]1[CH:9]=[C:8]([CH3:10])[N:7]([CH2:11][C:12]2[CH:17]=[C:16]([Cl:18])[CH:15]=[CH:14][C:13]=2[O:19][CH2:20][C:21]2[CH:23]=[CH:26][CH:25]=[CH:30][CH:22]=2)[N:6]=1)=[O:4], predict the reactants needed to synthesize it. The reactants are: [Br:1][CH2:2][C:3]([C:5]1[CH:9]=[C:8]([CH3:10])[N:7]([CH2:11][C:12]2[CH:17]=[C:16]([Cl:18])[CH:15]=[CH:14][C:13]=2[O:19][CH2:20][CH:21]([CH3:23])[CH3:22])[N:6]=1)=[O:4].Cl[C:25]1[CH:26]=CC(OCC2C=CC=CC=2)=C(CN2C(C)=CC(C(=O)C)=N2)[CH:30]=1. (5) Given the product [C:39]([O:43][C@@H:44]([C:47]1[C:48]([C:66]2[CH:71]=[CH:70][C:69]([Cl:72])=[CH:68][CH:67]=2)=[C:49]2[C:54](=[CH:55][C:56]=1[CH3:57])[N:53]=[C:52]([C:58]#[C:59][C:60]1[CH:65]=[CH:64][CH:63]=[CH:62][CH:61]=1)[CH:51]=[CH:50]2)[C:45]([OH:6])=[O:46])([CH3:42])([CH3:40])[CH3:41].[C:39]([O:43][C@@H:44]([C:47]1[C:48]([C:66]2[CH:71]=[CH:70][C:69]([Cl:72])=[CH:68][CH:67]=2)=[C:49]2[C:54](=[CH:55][C:56]=1[CH3:57])[N:53]=[C:52]([CH2:58][CH2:59][C:60]1[CH:65]=[CH:64][CH:63]=[CH:62][CH:61]=1)[CH:51]=[CH:50]2)[CH2:45][OH:46])([CH3:42])([CH3:40])[CH3:41], predict the reactants needed to synthesize it. The reactants are: C(OC[C@@H](OC(C)(C)C)C1C(C2C=CC(Cl)=CC=2)=C2C(=CC=1C)N=C(N1CCOCC1)C=C2)(=[O:6])C(C)(C)C.[C:39]([O:43][C@@H:44]([C:47]1[C:48]([C:66]2[CH:71]=[CH:70][C:69]([Cl:72])=[CH:68][CH:67]=2)=[C:49]2[C:54](=[CH:55][C:56]=1[CH3:57])[N:53]=[C:52]([C:58]#[C:59][C:60]1[CH:65]=[CH:64][CH:63]=[CH:62][CH:61]=1)[CH:51]=[CH:50]2)[CH2:45][OH:46])([CH3:42])([CH3:41])[CH3:40].[H][H]. (6) The reactants are: Cl[C:2]1[C:11]([N:12]([CH3:16])[CH:13]([CH3:15])[CH3:14])=[N:10][C:9]2[C:4](=[CH:5][CH:6]=[C:7]([C:17]([O:19][CH3:20])=[O:18])[CH:8]=2)[N:3]=1.[O:21]1[C:25]2[CH:26]=[CH:27][C:28](B(O)O)=[CH:29][C:24]=2[CH:23]=[CH:22]1.[O-]P([O-])([O-])=O.[K+].[K+].[K+]. Given the product [O:21]1[C:25]2[CH:26]=[CH:27][C:28]([C:2]3[C:11]([N:12]([CH3:16])[CH:13]([CH3:15])[CH3:14])=[N:10][C:9]4[C:4](=[CH:5][CH:6]=[C:7]([C:17]([O:19][CH3:20])=[O:18])[CH:8]=4)[N:3]=3)=[CH:29][C:24]=2[CH:23]=[CH:22]1, predict the reactants needed to synthesize it. (7) Given the product [CH3:1][N:2]1[CH2:7][CH2:6][N:5]([CH:9]2[CH2:22][C:11]3([CH2:14][N:13]([C:15]([O:17][C:18]([CH3:20])([CH3:19])[CH3:21])=[O:16])[CH2:12]3)[CH2:10]2)[CH2:4][CH2:3]1, predict the reactants needed to synthesize it. The reactants are: [CH3:1][N:2]1[CH2:7][CH2:6][NH:5][CH2:4][CH2:3]1.O=[C:9]1[CH2:22][C:11]2([CH2:14][N:13]([C:15]([O:17][C:18]([CH3:21])([CH3:20])[CH3:19])=[O:16])[CH2:12]2)[CH2:10]1.[BH3-]C#N.[Na+].C([O-])([O-])=O.[K+].[K+].